This data is from Catalyst prediction with 721,799 reactions and 888 catalyst types from USPTO. The task is: Predict which catalyst facilitates the given reaction. (1) Product: [Cl:8][C:5]1[N:4]=[CH:3][C:2]([NH:1][CH3:12])=[CH:7][CH:6]=1. The catalyst class is: 1. Reactant: [NH2:1][C:2]1[CH:3]=[N:4][C:5]([Cl:8])=[CH:6][CH:7]=1.[H-].[Na+].I[CH3:12]. (2) Reactant: [F:1][C:2]1([C:16](OCC)=[O:17])[CH2:7][CH2:6][C:5]2([O:11][C:10]3[CH:12]=[CH:13][CH:14]=[CH:15][C:9]=3[O:8]2)[CH2:4][CH2:3]1.[H-].[Al+3].[Li+].[H-].[H-].[H-].[OH-].[Na+]. Product: [F:1][C:2]1([CH2:16][OH:17])[CH2:3][CH2:4][C:5]2([O:8][C:9]3[CH:15]=[CH:14][CH:13]=[CH:12][C:10]=3[O:11]2)[CH2:6][CH2:7]1. The catalyst class is: 54. (3) Reactant: [C:1]([O:5][CH2:6][CH2:7][C:8]1[CH:13]=[CH:12][C:11]([N:14]2[C:18]3=[N:19][CH:20]=[C:21]([NH2:24])[C:22]([CH3:23])=[C:17]3[N:16]=[C:15]2[CH2:25][CH3:26])=[CH:10][CH:9]=1)(=[O:4])[CH2:2][CH3:3].N1C=CC=CC=1.[CH3:33][S:34](Cl)(=[O:36])=[O:35]. Product: [C:1]([O:5][CH2:6][CH2:7][C:8]1[CH:13]=[CH:12][C:11]([N:14]2[C:18]3=[N:19][CH:20]=[C:21]([NH:24][S:34]([CH3:33])(=[O:36])=[O:35])[C:22]([CH3:23])=[C:17]3[N:16]=[C:15]2[CH2:25][CH3:26])=[CH:10][CH:9]=1)(=[O:4])[CH2:2][CH3:3]. The catalyst class is: 4.